From a dataset of Catalyst prediction with 721,799 reactions and 888 catalyst types from USPTO. Predict which catalyst facilitates the given reaction. (1) Reactant: [Br:1][C:2]1[CH:3]=[CH:4][C:5]([F:25])=[C:6]([C@:8]23[CH2:17][O:16][C@@H:15]([C:18]4[CH:19]=[N:20][N:21]([CH3:23])[CH:22]=4)[CH2:14][C@H:13]2[CH2:12][S:11][C:10]([NH2:24])=[N:9]3)[CH:7]=1.C(N(CC)CC)C.[C:33](O[C:33](=[O:40])[C:34]1[CH:39]=[CH:38][CH:37]=[CH:36][CH:35]=1)(=[O:40])[C:34]1[CH:39]=[CH:38][CH:37]=[CH:36][CH:35]=1. Product: [Br:1][C:2]1[CH:3]=[CH:4][C:5]([F:25])=[C:6]([C@:8]23[CH2:17][O:16][C@@H:15]([C:18]4[CH:19]=[N:20][N:21]([CH3:23])[CH:22]=4)[CH2:14][C@H:13]2[CH2:12][S:11][C:10]([NH:24][C:33](=[O:40])[C:34]2[CH:39]=[CH:38][CH:37]=[CH:36][CH:35]=2)=[N:9]3)[CH:7]=1. The catalyst class is: 83. (2) Reactant: [CH3:1][O:2][C:3]1[CH:4]=[C:5]([CH2:11][CH2:12][NH:13][C:14]2[N:19]=[C:18]([O:20][CH3:21])[N:17]=[C:16]([C:22]3[CH:23]=[C:24]([CH:28]=[CH:29][CH:30]=3)[C:25]([OH:27])=O)[CH:15]=2)[CH:6]=[CH:7][C:8]=1[O:9][CH3:10].OC1C2N=NNC=2C=CC=1.Cl.CN(C)CCCN=C=NCC.[NH2:53][CH2:54][CH2:55][N:56]1[CH2:60][CH2:59][CH2:58][CH2:57]1.C(N(CC)C(C)C)(C)C. Product: [CH3:1][O:2][C:3]1[CH:4]=[C:5]([CH2:11][CH2:12][NH:13][C:14]2[N:19]=[C:18]([O:20][CH3:21])[N:17]=[C:16]([C:22]3[CH:23]=[C:24]([CH:28]=[CH:29][CH:30]=3)[C:25]([NH:53][CH2:54][CH2:55][N:56]3[CH2:60][CH2:59][CH2:58][CH2:57]3)=[O:27])[CH:15]=2)[CH:6]=[CH:7][C:8]=1[O:9][CH3:10]. The catalyst class is: 34. (3) Reactant: Br[CH2:2][C:3]1[C:4]([N+:13]([O-:15])=[O:14])=[C:5]([CH:10]=[CH:11][CH:12]=1)[C:6]([O:8][CH3:9])=[O:7].[C:16]([O-])([O-])=[O:17].[K+].[K+]. Product: [CH3:16][O:17][CH2:2][C:3]1[C:4]([N+:13]([O-:15])=[O:14])=[C:5]([CH:10]=[CH:11][CH:12]=1)[C:6]([O:8][CH3:9])=[O:7]. The catalyst class is: 5. (4) Reactant: [C:1]([O:5][C:6]([NH:8][C@@H:9]1[CH2:12][C@H:11]([C:13]([OH:15])=O)[C:10]1([CH3:17])[CH3:16])=[O:7])([CH3:4])([CH3:3])[CH3:2].C1C=CC2N(O)N=NC=2C=1.[NH:28]1[CH2:33][CH2:32][O:31][CH2:30][CH2:29]1.CCN(CC)CC. Product: [CH3:16][C:10]1([CH3:17])[C@@H:11]([C:13]([N:28]2[CH2:33][CH2:32][O:31][CH2:30][CH2:29]2)=[O:15])[CH2:12][C@H:9]1[NH:8][C:6](=[O:7])[O:5][C:1]([CH3:2])([CH3:3])[CH3:4]. The catalyst class is: 2. (5) Reactant: C([N:8](CC1C=CC=CC=1)[C:9]1[CH:14]=[CH:13][C:12]([N:15]2[CH2:20][CH2:19][N:18]([C:21]([O:23][C:24]([CH3:27])([CH3:26])[CH3:25])=[O:22])[CH2:17][CH2:16]2)=[CH:11][C:10]=1[O:28][C:29]([F:32])([F:31])[F:30])C1C=CC=CC=1. Product: [NH2:8][C:9]1[CH:14]=[CH:13][C:12]([N:15]2[CH2:16][CH2:17][N:18]([C:21]([O:23][C:24]([CH3:25])([CH3:26])[CH3:27])=[O:22])[CH2:19][CH2:20]2)=[CH:11][C:10]=1[O:28][C:29]([F:31])([F:32])[F:30]. The catalyst class is: 19. (6) Reactant: [OH:1][C:2]1[CH:10]=[CH:9][C:5]([C:6]([OH:8])=[O:7])=[CH:4][C:3]=1[N+:11]([O-:13])=[O:12].[C:14](OC(=O)C)(=[O:16])[CH3:15]. Product: [C:14]([O:1][C:2]1[CH:10]=[CH:9][C:5]([C:6]([OH:8])=[O:7])=[CH:4][C:3]=1[N+:11]([O-:13])=[O:12])(=[O:16])[CH3:15]. The catalyst class is: 17. (7) Reactant: C(OC([N:8]1[CH2:13][CH2:12][C:11]2[N:14]([CH2:26][C:27]3[CH:32]=[CH:31][CH:30]=[CH:29][CH:28]=3)[CH:15]=[C:16]([C:17]3[CH:22]=[CH:21][C:20]([N+:23]([O-:25])=[O:24])=[CH:19][CH:18]=3)[C:10]=2[CH2:9]1)=O)(C)(C)C.C(OC(N1CCC(=O)CC1)=O)(C)(C)C.C(N)C1C=CC=CC=1.[N+](C1C=CC(C=C[N+]([O-])=O)=CC=1)([O-])=O. Product: [CH2:26]([N:14]1[C:11]2[CH2:12][CH2:13][NH:8][CH2:9][C:10]=2[C:16]([C:17]2[CH:18]=[CH:19][C:20]([N+:23]([O-:25])=[O:24])=[CH:21][CH:22]=2)=[CH:15]1)[C:27]1[CH:28]=[CH:29][CH:30]=[CH:31][CH:32]=1. The catalyst class is: 11.